From a dataset of Full USPTO retrosynthesis dataset with 1.9M reactions from patents (1976-2016). Predict the reactants needed to synthesize the given product. Given the product [CH3:12][C:13]1[S:17][C:16]([C:18]([OH:20])=[O:19])=[CH:15][C:14]=1[N+:1]([O-:4])=[O:2], predict the reactants needed to synthesize it. The reactants are: [N+:1]([O-:4])(O)=[O:2].C(OC(=O)C)(=O)C.[CH3:12][C:13]1[S:17][C:16]([C:18]([OH:20])=[O:19])=[CH:15][CH:14]=1.